From a dataset of Experimentally validated miRNA-target interactions with 360,000+ pairs, plus equal number of negative samples. Binary Classification. Given a miRNA mature sequence and a target amino acid sequence, predict their likelihood of interaction. (1) The miRNA is hsa-miR-4697-5p with sequence AGGGGGCGCAGUCACUGACGUG. The protein sequence of the target gene is MSELEQLRQEAEQLRNQIRDARKACGDSTLTQITAGLDPVGRIQMRTRRTLRGHLAKIYAMHWGTDSRLLVSASQDGKLIIWDSYTTNKVHAIPLRSSWVMTCAYAPSGNFVACGGLDNICSIYSLKTREGNVRVSRELPGHTGYLSCCRFLDDNQIITSSGDTTCALWDIETGQQTVGFAGHSGDVMSLSLAPDGRTFVSGACDASIKLWDVRDSMCRQTFIGHESDINAVAFFPNGYAFTTGSDDATCRLFDLRADQELLMYSHDNIICGITSVAFSRSGRLLLAGYDDFNCNIWDAM.... Result: 1 (interaction). (2) The miRNA is mmu-miR-872-5p with sequence AAGGUUACUUGUUAGUUCAGG. The protein sequence of the target gene is MSLVAYASSDESEPDEAEPEPEEEEAVAPTSGPALGGLFASLPAPKGPALLPPPPQMLAPAFPPPLLLPPPTGDPRLQPPPPLPFGLGGFPPPPGVSPAEAAGVGEGLGLGLPSPRGPGLNLPPPIGGAGPPLGLPKPKKRKEPVKIAAPELHKGDSDSEEDEPTKKKTILQGSSEGTGLSALLPQPKNLTVKETNRLLLPHAFSRKPSDGSPDTKPSRLASKTKTSSLAPVVGTTTTTPSPSAIKAAAKSAALQVTKQITQEEDDSDEEVAPENFFSLPEKAEPPGVEPYPYPIPTVPE.... Result: 0 (no interaction). (3) The miRNA is mmu-miR-323-5p with sequence AGGUGGUCCGUGGCGCGUUCGC. The protein sequence of the target gene is MSCAEVMYHPQPYGASQYLPNPMAATTCPTAYYQPAPQPGQQKKLAVFSKMQDSLEVTLPSKQEEEDEEEEEEEKDQPAEMEYLNSRCVLFTYFQGDIGSVVDEHFSRALGQAITLHPESAISKSKMGLTPLWRDSSALSSQRNSFPTSFWTSSYQPPPAPCLGGVHPDFQVTGPPGTFSAADPSPWPGHNLHQTGPAPPPAVSESWPYPLTSQVSPSYSHMHDVYMRHHHPHAHMHHRHRHHHHHHHPPAGSALDPSYGPLLMPSVHAARIPAPQCDITKTEPTTVTSATSAWAGAFHG.... Result: 0 (no interaction). (4) The miRNA is mmu-miR-338-5p with sequence AACAAUAUCCUGGUGCUGAGUG. The protein sequence of the target gene is MAVSSEQHELSHFKRTQTKKEKFNCSEYGNRSCPENERSLGVRVAMYSFMAGSIFITIFGNLAMIISISYFKQLHTPTNFLILSMAITDFLLGFTIMPYSMIRSVENCWYFGLTFCKIYYSFDLMLSITSIFHLCSVAIDRFYAICYPLLYSTKITIPVIKRLLLLCWSVPGAFAFGVVFSEAYADGIEGYDILVACSSSCPVMFNKLWGTTLFMAGFFTPGSMMVGIYGKIFAVSRKHAHAINNLRENQNNQVKKDKKAAKTLGIVIGVFLLCWFPCFFTILLDPFLNFSTPVVLFDAL.... Result: 0 (no interaction). (5) The miRNA is hsa-miR-1251-3p with sequence CGCUUUGCUCAGCCAGUGUAG. The protein sequence of the target gene is MEGVSALLASCPTAGLAGGLGVTACAAAGVVLYRIARRVKPTHTMVNCWFCNHDTLVPYGNRNCWDCPHCEQYNGFQENGDYNKPIPAQYMEHLNHVVSSVPSPRDPAQPQQWVSSQVLLCRRCSHHQTTKIKQLAAFTPREEGRYDEEIEVYRHHLEQMYKLCRPCQAAVEYYIKHQNRQLRALLLSHQFRRREADQAHGQSFSSSAVKAPFQVILLRALAFLACAFLLFTTLYGPSEPFTPGAALPPALPPGGNSSAASDNTTSQAEGWQQLLGLLPEHATEKLHEAWAFGQSHQTSI.... Result: 0 (no interaction). (6) The miRNA is hsa-miR-4717-5p with sequence UAGGCCACAGCCACCCAUGUGU. The protein sequence of the target gene is MQRQNFRPPTPPYPGPGGGGWGSGSSFRGTPGGGGPRPPSPRDGYGSPHHTPPYGPRSRPYGSSHSPRHGGSFPGGRFGSPSPGGYPGSYSRSPAGSQQQFGYSPGQQQTHPQGSPRTSTPFGSGRVREKRMSNELENYFKPSMLEDPWAGLEPVSVVDISQQYSNTQTFTGKKGRYFC. Result: 0 (no interaction). (7) The miRNA is mmu-miR-466f-3p with sequence CAUACACACACACAUACACAC. The protein sequence of the target gene is MNRGHRHGASSGCLGTMEVKSKFGAEFRRFSLERSKPGKFEEFYGLLQHVHKIPNVDVLVGYADIHGDLLPINNDDNYHKAVSTANPLLRIFIQKKEEADYSAFGTDTLIRKKNMLSNVLRPDNHRKKPHIVISMPQDFRPVSSIIDVDILPETHRRVRLYKYGTEKPLGFYIRDGSSVRVTPHGLEKVPGIFISRLVPGGLAQSTGLLAVNDEVLEVNGIEVSGKSLDQVTDMMIANSRNLIITVRPANQRNNVVRNSRTSGSSSQSTDNSLLGFPQQVEASFEPEDQDSDEDDIIIED.... Result: 1 (interaction). (8) The miRNA is hsa-miR-3910 with sequence AAAGGCAUAAAACCAAGACA. The protein sequence of the target gene is MQTTKALLISPALIRSCTRGLIRPVSASLLSRPEAPSKQPSCSSSPLQVARREFQTSVISRDIDTAAKFIGAGAATVGVAGSGAGIGTVFGSLIIGYARNPSLKQQLFSYAILGFALSEAMGLFCLMVAFLILFAM. Result: 0 (no interaction).